This data is from Peptide-MHC class I binding affinity with 185,985 pairs from IEDB/IMGT. The task is: Regression. Given a peptide amino acid sequence and an MHC pseudo amino acid sequence, predict their binding affinity value. This is MHC class I binding data. (1) The peptide sequence is WLKHIEKNY. The MHC is HLA-A31:01 with pseudo-sequence HLA-A31:01. The binding affinity (normalized) is 0.0847. (2) The MHC is HLA-B54:01 with pseudo-sequence HLA-B54:01. The peptide sequence is DPVYISQFSY. The binding affinity (normalized) is 0.0238.